This data is from Full USPTO retrosynthesis dataset with 1.9M reactions from patents (1976-2016). The task is: Predict the reactants needed to synthesize the given product. (1) Given the product [CH2:1]([O:3][CH2:4][CH2:5][CH2:6][NH:7][CH2:8][C:9]1[S:13][C:12]([C:18]2[CH:19]=[C:20]3[C:24](=[C:25]([C:27]([NH2:29])=[O:28])[CH:26]=2)[NH:23][CH:22]=[C:21]3[CH:30]2[CH2:31][CH2:32][N:33]([S:36]([CH2:39][CH3:40])(=[O:37])=[O:38])[CH2:34][CH2:35]2)=[CH:11][CH:10]=1)[CH3:2], predict the reactants needed to synthesize it. The reactants are: [CH2:1]([O:3][CH2:4][CH2:5][CH2:6][NH:7][CH2:8][C:9]1[S:13][C:12](B(O)O)=[CH:11][CH:10]=1)[CH3:2].Br[C:18]1[CH:19]=[C:20]2[C:24](=[C:25]([C:27]([NH2:29])=[O:28])[CH:26]=1)[NH:23][CH:22]=[C:21]2[CH:30]1[CH2:35][CH2:34][N:33]([S:36]([CH2:39][CH3:40])(=[O:38])=[O:37])[CH2:32][CH2:31]1.C([O-])([O-])=O.[K+].[K+]. (2) Given the product [C:2]([C:4]1[CH:5]=[C:6]([C:11]2[N:21]=[C:20]([CH3:40])[CH:19]=[CH:18][C:12]=2[C:13]([O:15][CH2:16][CH3:17])=[O:14])[CH:7]=[CH:8][C:9]=1[O:10][CH2:28][CH2:29][C:30]1[CH:31]=[CH:32][C:33]([C:36]([F:37])([F:38])[F:39])=[CH:34][CH:35]=1)#[N:3], predict the reactants needed to synthesize it. The reactants are: Cl.[C:2]([C:4]1[CH:5]=[C:6]([C:11]2[N:21]=[CH:20][CH:19]=[C:18](C)[C:12]=2[C:13]([O:15][CH2:16][CH3:17])=[O:14])[CH:7]=[CH:8][C:9]=1[OH:10])#[N:3].CS(O[CH2:28][CH2:29][C:30]1[CH:35]=[CH:34][C:33]([C:36]([F:39])([F:38])[F:37])=[CH:32][CH:31]=1)(=O)=O.[C:40](=O)([O-])[O-].[K+].[K+]. (3) Given the product [F:5][CH2:4][CH:3]([N:6]1[CH2:7][CH2:8][C:9]2[CH:16]=[C:15]([NH2:17])[C:14]([O:20][CH3:21])=[CH:13][C:10]=2[CH2:11][CH2:12]1)[CH2:2][F:1], predict the reactants needed to synthesize it. The reactants are: [F:1][CH2:2][CH:3]([N:6]1[CH2:12][CH2:11][C:10]2[CH:13]=[C:14]([O:20][CH3:21])[C:15]([N+:17]([O-])=O)=[CH:16][C:9]=2[CH2:8][CH2:7]1)[CH2:4][F:5].CO.